Task: Predict the reactants needed to synthesize the given product.. Dataset: Full USPTO retrosynthesis dataset with 1.9M reactions from patents (1976-2016) (1) Given the product [CH2:1]([NH:8][CH:11]=[CH:12][C:13](=[O:15])[CH3:14])[C:2]1[CH:7]=[CH:6][CH:5]=[CH:4][CH:3]=1, predict the reactants needed to synthesize it. The reactants are: [CH2:1]([NH2:8])[C:2]1[CH:7]=[CH:6][CH:5]=[CH:4][CH:3]=1.CO[CH:11]=[CH:12][C:13](=[O:15])[CH3:14]. (2) Given the product [F:1][C@H:2]1[CH2:6][N:5]([C:7](=[O:35])[C@@H:8]([NH:13][C@@H:14]([C:19]2[CH:20]=[CH:21][C:22]([C:25]3[CH:30]=[CH:29][C:28]([S:31]([CH3:34])(=[O:33])=[O:32])=[CH:27][CH:26]=3)=[CH:23][CH:24]=2)[C:15]([F:17])([F:16])[F:18])[CH2:9][CH:10]([CH3:12])[CH3:11])[C@@H:4]2[C:36](=[O:39])[CH2:37][O:38][C@H:3]12, predict the reactants needed to synthesize it. The reactants are: [F:1][C@H:2]1[CH2:6][N:5]([C:7](=[O:35])[C@@H:8]([NH:13][C@@H:14]([C:19]2[CH:24]=[CH:23][C:22]([C:25]3[CH:30]=[CH:29][C:28]([S:31]([CH3:34])(=[O:33])=[O:32])=[CH:27][CH:26]=3)=[CH:21][CH:20]=2)[C:15]([F:18])([F:17])[F:16])[CH2:9][CH:10]([CH3:12])[CH3:11])[C@@H:4]2[C@@H:36]([OH:39])[CH2:37][O:38][C@H:3]12.CC(OI1(OC(C)=O)(OC(C)=O)OC(=O)C2C=CC=CC1=2)=O. (3) Given the product [C:1]([O:5][C:6]([N:8]1[C:16]2[C:11](=[CH:12][CH:13]=[CH:14][CH:15]=2)[C:10]([CH2:17][O:18][C:26](=[O:42])[CH2:27][CH2:28][CH2:29][CH2:30][CH2:31][CH2:32][CH2:33][CH2:34][CH2:35][CH2:36][CH2:37][CH2:38][CH2:39][CH2:40][CH3:41])=[CH:9]1)=[O:7])([CH3:4])([CH3:2])[CH3:3], predict the reactants needed to synthesize it. The reactants are: [C:1]([O:5][C:6]([N:8]1[C:16]2[C:11](=[CH:12][CH:13]=[CH:14][CH:15]=2)[C:10]([CH2:17][OH:18])=[CH:9]1)=[O:7])([CH3:4])([CH3:3])[CH3:2].C(N(CC)CC)C.[C:26](Cl)(=[O:42])[CH2:27][CH2:28][CH2:29][CH2:30][CH2:31][CH2:32][CH2:33][CH2:34][CH2:35][CH2:36][CH2:37][CH2:38][CH2:39][CH2:40][CH3:41].C(=O)(O)[O-].[Na+]. (4) Given the product [ClH:24].[NH2:7][C@H:8]([CH2:9][CH2:10][CH3:11])[CH2:12][NH:13][C:14]([C:16]1[C:21]([NH2:22])=[N:20][C:19]([NH2:23])=[C:18]([Cl:24])[N:17]=1)=[O:15], predict the reactants needed to synthesize it. The reactants are: C(OC(=O)[NH:7][C@@H:8]([CH2:12][NH:13][C:14]([C:16]1[C:21]([NH2:22])=[N:20][C:19]([NH2:23])=[C:18]([Cl:24])[N:17]=1)=[O:15])[CH2:9][CH2:10][CH3:11])(C)(C)C.Cl.